This data is from Forward reaction prediction with 1.9M reactions from USPTO patents (1976-2016). The task is: Predict the product of the given reaction. (1) Given the reactants Cl.[NH2:2][C@H:3]1[CH2:6][C@H:5]([N:7]2[C:11]3=[N:12][CH:13]=[C:14]([F:16])[CH:15]=[C:10]3[N:9]([CH3:17])[C:8]2=[O:18])[CH2:4]1.Cl[C:20]1[N:29]=[CH:28][C:27]2[C:22](=[CH:23][CH:24]=[CH:25][CH:26]=2)[N:21]=1.C(N(CC)C(C)C)(C)C, predict the reaction product. The product is: [F:16][C:14]1[CH:15]=[C:10]2[N:9]([CH3:17])[C:8](=[O:18])[N:7]([C@H:5]3[CH2:6][C@H:3]([NH:2][C:20]4[N:29]=[CH:28][C:27]5[C:22](=[CH:23][CH:24]=[CH:25][CH:26]=5)[N:21]=4)[CH2:4]3)[C:11]2=[N:12][CH:13]=1. (2) Given the reactants [F:1][CH:2]([F:5])[CH2:3][OH:4].[H-].[Na+].[Br:8][C:9]1[CH:10]=[C:11]([N:16]2[CH2:21][CH2:20][O:19][CH2:18][CH2:17]2)[C:12](F)=[N:13][CH:14]=1, predict the reaction product. The product is: [Br:8][C:9]1[CH:10]=[C:11]([N:16]2[CH2:21][CH2:20][O:19][CH2:18][CH2:17]2)[C:12]([O:4][CH2:3][CH:2]([F:5])[F:1])=[N:13][CH:14]=1. (3) Given the reactants [NH2:1][C:2]1[S:3][C:4]([CH2:11][CH3:12])=[CH:5][C:6]=1[C:7]([O:9]C)=O.ClC(Cl)(O[C:17](=[O:23])OC(Cl)(Cl)Cl)Cl.C(N(CC)CC)C.[C:32]1([NH:38][CH2:39][CH2:40][NH2:41])[CH:37]=[CH:36][CH:35]=[CH:34][CH:33]=1, predict the reaction product. The product is: [NH:38]([CH2:39][CH2:40][N:41]1[C:7](=[O:9])[C:6]2[CH:5]=[C:4]([CH2:11][CH3:12])[S:3][C:2]=2[NH:1][C:17]1=[O:23])[C:32]1[CH:37]=[CH:36][CH:35]=[CH:34][CH:33]=1. (4) Given the reactants [CH3:1][O:2][C:3]([C@@H:5]1[C@@H:9]([CH2:10][OH:11])[CH2:8][N:7]([C:12]([O:14][C:15]([CH3:18])([CH3:17])[CH3:16])=[O:13])[CH2:6]1)=[O:4], predict the reaction product. The product is: [CH3:1][O:2][C:3]([C@@H:5]1[C@@H:9]([CH:10]=[O:11])[CH2:8][N:7]([C:12]([O:14][C:15]([CH3:18])([CH3:17])[CH3:16])=[O:13])[CH2:6]1)=[O:4].